This data is from Reaction yield outcomes from USPTO patents with 853,638 reactions. The task is: Predict the reaction yield, written as a fraction of the theoretical maximum amount of product (1.0 means a 100% yield; for example, 0.34 means a 34% yield). The reactants are [I:1][C:2]1[CH:10]=[CH:9][CH:8]=[CH:7][C:3]=1[C:4]([OH:6])=O.CC1C(C)=CC=CC=1C([NH:16][C:17]1[CH:22]=[CH:21][C:20]([N:23]2[C:29]3[CH:30]=[CH:31][CH:32]=[C:33]([CH3:34])[C:28]=3[NH:27][C:26](=[O:35])[CH2:25][C:24]2=[O:36])=[CH:19][CH:18]=1)=O.I[C:43]1C=CC=CC=1C(Cl)=O. No catalyst specified. The product is [CH3:34][C:33]1[C:28]2[NH:27][C:26](=[O:35])[CH2:25][C:24](=[O:36])[N:23]([C:20]3[CH:19]=[CH:18][C:17]([NH:16][C:4](=[O:6])[C:3]4[CH:7]=[CH:8][CH:9]=[CH:10][C:2]=4[I:1])=[CH:22][CH:21]=3)[C:29]=2[CH:30]=[CH:31][C:32]=1[CH3:43]. The yield is 0.870.